Dataset: Full USPTO retrosynthesis dataset with 1.9M reactions from patents (1976-2016). Task: Predict the reactants needed to synthesize the given product. Given the product [Br-:1].[CH2:6]([O:5][C:3]([CH2:2][N+:13]1[CH:18]=[CH:17][CH:16]=[CH:15][CH:14]=1)=[O:4])[C:7]1[CH:12]=[CH:11][CH:10]=[CH:9][CH:8]=1, predict the reactants needed to synthesize it. The reactants are: [Br:1][CH2:2][C:3]([O:5][CH2:6][C:7]1[CH:12]=[CH:11][CH:10]=[CH:9][CH:8]=1)=[O:4].[N:13]1[CH:18]=[CH:17][CH:16]=[CH:15][CH:14]=1.